Dataset: Merck oncology drug combination screen with 23,052 pairs across 39 cell lines. Task: Regression. Given two drug SMILES strings and cell line genomic features, predict the synergy score measuring deviation from expected non-interaction effect. (1) Drug 1: CN1C(=O)C=CC2(C)C3CCC4(C)C(NC(=O)OCC(F)(F)F)CCC4C3CCC12. Drug 2: N.N.O=C(O)C1(C(=O)O)CCC1.[Pt]. Cell line: UACC62. Synergy scores: synergy=12.7. (2) Drug 1: CN(Cc1cnc2nc(N)nc(N)c2n1)c1ccc(C(=O)NC(CCC(=O)O)C(=O)O)cc1. Drug 2: Cc1nc(Nc2ncc(C(=O)Nc3c(C)cccc3Cl)s2)cc(N2CCN(CCO)CC2)n1. Cell line: SW620. Synergy scores: synergy=-2.86. (3) Drug 1: CN1C(=O)C=CC2(C)C3CCC4(C)C(NC(=O)OCC(F)(F)F)CCC4C3CCC12. Drug 2: N.N.O=C(O)C1(C(=O)O)CCC1.[Pt]. Cell line: A2058. Synergy scores: synergy=1.29. (4) Drug 1: CN1C(=O)C=CC2(C)C3CCC4(C)C(NC(=O)OCC(F)(F)F)CCC4C3CCC12. Drug 2: O=c1[nH]cc(F)c(=O)[nH]1. Cell line: MSTO. Synergy scores: synergy=-80.3. (5) Drug 1: CN1C(=O)C=CC2(C)C3CCC4(C)C(NC(=O)OCC(F)(F)F)CCC4C3CCC12. Drug 2: O=C(O)C1(Cc2cccc(Nc3nccs3)n2)CCC(Oc2cccc(Cl)c2F)CC1. Cell line: RPMI7951. Synergy scores: synergy=4.05. (6) Drug 1: CN(C)C(=N)N=C(N)N. Drug 2: CC1(c2nc3c(C(N)=O)cccc3[nH]2)CCCN1. Cell line: UWB1289. Synergy scores: synergy=9.17. (7) Drug 1: O=S1(=O)NC2(CN1CC(F)(F)F)C1CCC2Cc2cc(C=CCN3CCC(C(F)(F)F)CC3)ccc2C1. Drug 2: CCC1(O)CC2CN(CCc3c([nH]c4ccccc34)C(C(=O)OC)(c3cc4c(cc3OC)N(C)C3C(O)(C(=O)OC)C(OC(C)=O)C5(CC)C=CCN6CCC43C65)C2)C1. Cell line: NCIH23. Synergy scores: synergy=21.0.